The task is: Predict the product of the given reaction.. This data is from Forward reaction prediction with 1.9M reactions from USPTO patents (1976-2016). (1) Given the reactants [CH3:1][N:2]([CH3:19])[C:3]1[CH:4]=[C:5]([CH:9]=[C:10]([O:12][C:13]2[CH:18]=[CH:17][CH:16]=[CH:15][CH:14]=2)[N:11]=1)[C:6]([OH:8])=O.Cl.CN(C)CCCN=C=NCC.[N:32]1[CH:37]=[CH:36][CH:35]=[C:34]([CH2:38][N:39]2[CH:43]=[CH:42][C:41]([NH2:44])=[N:40]2)[CH:33]=1.CN1CCOCC1, predict the reaction product. The product is: [CH3:19][N:2]([CH3:1])[C:3]1[CH:4]=[C:5]([CH:9]=[C:10]([O:12][C:13]2[CH:18]=[CH:17][CH:16]=[CH:15][CH:14]=2)[N:11]=1)[C:6]([NH:44][C:41]1[CH:42]=[CH:43][N:39]([CH2:38][C:34]2[CH:33]=[N:32][CH:37]=[CH:36][CH:35]=2)[N:40]=1)=[O:8]. (2) The product is: [CH3:1][C:2]1[C:7]([NH:8]/[C:26](/[NH:29][C:30](=[O:31])[O:32][C:33]([CH3:36])([CH3:35])[CH3:34])=[N:25]/[C:23](=[O:24])[O:22][C:18]([CH3:21])([CH3:20])[CH3:19])=[CH:6][C:5]([CH:9]2[CH2:14][CH2:13][N:12]([CH3:15])[CH2:11][C:10]2([CH3:17])[CH3:16])=[CH:4][N:3]=1. Given the reactants [CH3:1][C:2]1[C:7]([NH2:8])=[CH:6][C:5]([CH:9]2[CH2:14][CH2:13][N:12]([CH3:15])[CH2:11][C:10]2([CH3:17])[CH3:16])=[CH:4][N:3]=1.[C:18]([O:22][C:23]([NH:25][C:26](=[N:29][C:30]([O:32][C:33]([CH3:36])([CH3:35])[CH3:34])=[O:31])SC)=[O:24])([CH3:21])([CH3:20])[CH3:19], predict the reaction product. (3) Given the reactants [CH2:1]([O:3][C:4]([C:6]1[CH:7]=[N:8][CH:9]=[C:10](B(O)O)[CH:11]=1)=[O:5])[CH3:2].Br[C:16]1[CH:17]=[C:18]2[C:24](I)=[N:23][N:22]([CH2:26][O:27][CH2:28][CH2:29][Si:30]([CH3:33])([CH3:32])[CH3:31])[C:19]2=[N:20][CH:21]=1.C(=O)([O-])[O-].[Na+].[Na+].[C:40]([O:43][CH2:44][CH3:45])(=O)C, predict the reaction product. The product is: [CH2:1]([O:3][C:4](=[O:5])[C:6]1[CH:11]=[C:10]([C:16]2[CH:17]=[C:18]3[C:24]([C:10]4[CH:11]=[CH:6][CH:4]=[CH:45][C:44]=4[O:43][CH3:40])=[N:23][N:22]([CH2:26][O:27][CH2:28][CH2:29][Si:30]([CH3:33])([CH3:32])[CH3:31])[C:19]3=[N:20][CH:21]=2)[CH:9]=[N:8][CH:7]=1)[CH3:2]. (4) Given the reactants [F:1][C:2]([F:12])([F:11])[C:3]1[CH:4]=[C:5]([CH:7]=[CH:8][C:9]=1[Cl:10])[NH2:6].N1C=CC=CC=1.Cl[C:20]([O:22][C:23]1[CH:28]=[CH:27][CH:26]=[CH:25][CH:24]=1)=[O:21].CCCCCC, predict the reaction product. The product is: [Cl:10][C:9]1[CH:8]=[CH:7][C:5]([NH:6][C:20](=[O:21])[O:22][C:23]2[CH:28]=[CH:27][CH:26]=[CH:25][CH:24]=2)=[CH:4][C:3]=1[C:2]([F:1])([F:11])[F:12]. (5) Given the reactants C(N(CC)CC)C.I[C:9]1[CH:21]=[CH:20][C:12]2[S:13][C:14]([C:16]([O:18][CH3:19])=[O:17])=[CH:15][C:11]=2[CH:10]=1.[Cl:22][C:23]1[CH:28]=[CH:27][C:26]([C:29]2[CH:30]=[CH:31][C:32]([C:35]#[CH:36])=[N:33][CH:34]=2)=[CH:25][CH:24]=1.CCOC(C)=O, predict the reaction product. The product is: [Cl:22][C:23]1[CH:24]=[CH:25][C:26]([C:29]2[CH:30]=[CH:31][C:32]([C:35]#[C:36][C:9]3[CH:21]=[CH:20][C:12]4[S:13][C:14]([C:16]([O:18][CH3:19])=[O:17])=[CH:15][C:11]=4[CH:10]=3)=[N:33][CH:34]=2)=[CH:27][CH:28]=1. (6) Given the reactants Br[CH2:2][C:3]([C:5]1[CH:10]=[CH:9][CH:8]=[C:7]([O:11][CH3:12])[CH:6]=1)=O.[N:13]1[CH:18]=[CH:17][CH:16]=[CH:15][C:14]=1[CH3:19].C(=O)([O-])[O-].[K+].[K+], predict the reaction product. The product is: [CH3:12][O:11][C:7]1[CH:6]=[C:5]([C:3]2[CH:19]=[C:14]3[N:13]([CH:2]=2)[CH:18]=[CH:17][CH:16]=[CH:15]3)[CH:10]=[CH:9][CH:8]=1. (7) Given the reactants [Cl:1][C:2]1[CH:9]=[CH:8][C:5]([C:6]#[N:7])=[CH:4][C:3]=1[N+:10]([O-])=O.O.O.[Sn](Cl)(Cl)(Cl)Cl, predict the reaction product. The product is: [NH2:10][C:3]1[CH:4]=[C:5]([CH:8]=[CH:9][C:2]=1[Cl:1])[C:6]#[N:7]. (8) Given the reactants [Cl:1][C:2]1[N:10]=[C:9]2[C:5]([NH:6][CH:7]=[N:8]2)=[C:4]([Cl:11])[N:3]=1.[CH3:12][CH:13](O)[CH2:14][CH3:15].C1(P(C2C=CC=CC=2)C2C=CC=CC=2)C=CC=CC=1, predict the reaction product. The product is: [CH:13]([N:8]1[CH:7]=[N:6][C:5]2[C:9]1=[N:10][C:2]([Cl:1])=[N:3][C:4]=2[Cl:11])([CH2:14][CH3:15])[CH3:12].